Dataset: Full USPTO retrosynthesis dataset with 1.9M reactions from patents (1976-2016). Task: Predict the reactants needed to synthesize the given product. Given the product [C:1]([NH:5][C:6]1[C:7]([CH3:27])=[N:8][C:9]2[C:14]([N:15]=1)=[C:13]([C:16]1[NH:20][C:19]([CH:21]3[CH2:22][CH2:23]3)=[C:18]([C:24]([NH2:30])=[O:26])[CH:17]=1)[CH:12]=[CH:11][CH:10]=2)([CH3:2])([CH3:4])[CH3:3], predict the reactants needed to synthesize it. The reactants are: [C:1]([NH:5][C:6]1[C:7]([CH3:27])=[N:8][C:9]2[C:14]([N:15]=1)=[C:13]([C:16]1[NH:20][C:19]([CH:21]3[CH2:23][CH2:22]3)=[C:18]([C:24]([OH:26])=O)[CH:17]=1)[CH:12]=[CH:11][CH:10]=2)([CH3:4])([CH3:3])[CH3:2].CC[N:30](C(C)C)C(C)C.N.CN(C(ON1N=NC2C=CC=NC1=2)=[N+](C)C)C.F[P-](F)(F)(F)(F)F.